Dataset: Reaction yield outcomes from USPTO patents with 853,638 reactions. Task: Predict the reaction yield, written as a fraction of the theoretical maximum amount of product (1.0 means a 100% yield; for example, 0.34 means a 34% yield). (1) The reactants are C(O[C:9]([N:11]([CH2:13][C:14]1[C:22]2[C:17](=[CH:18][CH:19]=[CH:20][CH:21]=2)[N:16]([CH2:23][CH3:24])[CH:15]=1)C)=O)C1C=CC=CC=1.C(OC(N(CC1C2C(=CC=CC=2)N(CC2C=CC=CC=2)C=1)C)=O)C1C=CC=CC=1. No catalyst specified. The product is [CH2:23]([N:16]1[C:17]2[C:22](=[CH:21][CH:20]=[CH:19][CH:18]=2)[C:14]([CH2:13][NH:11][CH3:9])=[CH:15]1)[CH3:24]. The yield is 0.940. (2) The reactants are C[O:2][C:3](=O)[CH2:4][CH:5]1[C:31]2[C:26](=[CH:27][CH:28]=[CH:29][CH:30]=2)[C:7]2([CH2:12][CH2:11][N:10]([C:13]([O:15][CH:16]3[CH:23]4[CH2:24][CH:19]5[CH2:20][CH:21]([CH2:25][CH:17]3[CH2:18]5)[CH2:22]4)=[O:14])[CH2:9][CH2:8]2)[CH2:6]1.[CH3:33][NH2:34]. No catalyst specified. The product is [CH3:33][NH:34][C:3](=[O:2])[CH2:4][CH:5]1[C:31]2[C:26](=[CH:27][CH:28]=[CH:29][CH:30]=2)[C:7]2([CH2:12][CH2:11][N:10]([C:13]([O:15][CH:16]3[CH:23]4[CH2:22][CH:21]5[CH2:20][CH:19]([CH2:18][CH:17]3[CH2:25]5)[CH2:24]4)=[O:14])[CH2:9][CH2:8]2)[CH2:6]1. The yield is 0.370. (3) The reactants are [F:1][C:2]([F:16])([F:15])[C:3]1[C:4]([N:9]2[CH2:14][CH2:13][NH:12][CH2:11][CH2:10]2)=[N:5][CH:6]=[CH:7][CH:8]=1.[CH3:17][CH:18]1[CH2:23][CH2:22][CH2:21][CH2:20][CH:19]1[C:24](O)=[O:25].F[P-](F)(F)(F)(F)F.N1(O[P+](N(C)C)(N(C)C)N(C)C)C2C=CC=CC=2N=N1. The catalyst is CN(C)C=O. The product is [CH3:17][CH:18]1[CH2:23][CH2:22][CH2:21][CH2:20][CH:19]1[C:24]([N:12]1[CH2:11][CH2:10][N:9]([C:4]2[C:3]([C:2]([F:1])([F:15])[F:16])=[CH:8][CH:7]=[CH:6][N:5]=2)[CH2:14][CH2:13]1)=[O:25]. The yield is 0.450. (4) The reactants are Br[C:2]1[CH:10]=[C:9]2[C:5]([C:6]([CH:18]=[O:19])=[N:7][N:8]2[C:11]([O:13][C:14]([CH3:17])([CH3:16])[CH3:15])=[O:12])=[CH:4][CH:3]=1.[B:20]1([B:20]2[O:24][C:23]([CH3:26])([CH3:25])[C:22]([CH3:28])([CH3:27])[O:21]2)[O:24][C:23]([CH3:26])([CH3:25])[C:22]([CH3:28])([CH3:27])[O:21]1.C([O-])(=O)C.[K+]. The catalyst is O1CCOCC1.C(OCC)(=O)C.C1C=CC(P(C2C=CC=CC=2)[C-]2C=CC=C2)=CC=1.C1C=CC(P(C2C=CC=CC=2)[C-]2C=CC=C2)=CC=1.Cl[Pd]Cl.[Fe+2].ClCCl. The product is [CH:18]([C:6]1[C:5]2[C:9](=[CH:10][C:2]([B:20]3[O:24][C:23]([CH3:26])([CH3:25])[C:22]([CH3:28])([CH3:27])[O:21]3)=[CH:3][CH:4]=2)[N:8]([C:11]([O:13][C:14]([CH3:17])([CH3:16])[CH3:15])=[O:12])[N:7]=1)=[O:19]. The yield is 0.800. (5) The reactants are [CH2:1]1[C:5]2([O:10][CH2:9][CH2:8][CH2:7][O:6]2)[CH2:4][C@@H:3]([C:11]2[NH:12][CH:13]=[C:14]([C:16]3[CH:21]=[CH:20][C:19]([C:22]4[CH:27]=[CH:26][C:25]([C:28]5[N:29]=[C:30]([C@@H:33]6[CH2:37][CH2:36][CH2:35][N:34]6[C:38]([C@@H:40]([NH:44][C:45](=[O:48])[O:46][CH3:47])[CH:41]([CH3:43])[CH3:42])=[O:39])[NH:31][CH:32]=5)=[CH:24][CH:23]=4)=[CH:18][CH:17]=3)[N:15]=2)[NH:2]1.[CH3:49][O:50][C:51]([NH:53][C@H:54]([C:58](O)=[O:59])[CH:55]([CH3:57])[CH3:56])=[O:52].CN(C(ON1N=NC2C=CC=NC1=2)=[N+](C)C)C.F[P-](F)(F)(F)(F)F. No catalyst specified. The yield is 0.530. The product is [CH3:42][CH:41]([CH3:43])[C@H:40]([NH:44][C:45](=[O:48])[O:46][CH3:47])[C:38]([N:34]1[CH2:35][CH2:36][CH2:37][C@H:33]1[C:30]1[NH:31][CH:32]=[C:28]([C:25]2[CH:26]=[CH:27][C:22]([C:19]3[CH:18]=[CH:17][C:16]([C:14]4[N:15]=[C:11]([C@@H:3]5[CH2:4][C:5]6([O:10][CH2:9][CH2:8][CH2:7][O:6]6)[CH2:1][N:2]5[C:58](=[O:59])[C@@H:54]([NH:53][C:51]([O:50][CH3:49])=[O:52])[CH:55]([CH3:57])[CH3:56])[NH:12][CH:13]=4)=[CH:21][CH:20]=3)=[CH:23][CH:24]=2)[N:29]=1)=[O:39]. (6) The reactants are [ClH:1].[CH3:2][C:3]1[C:7]([C:8]2[CH:17]=[CH:16][CH:15]=[C:14]3[C:9]=2[CH2:10][CH2:11][C@H:12]([N:18]([CH3:20])[CH3:19])[CH2:13]3)=[C:6]([CH3:21])[NH:5][N:4]=1. The catalyst is CCOCC. The product is [ClH:1].[ClH:1].[CH3:21][C:6]1[C:7]([C:8]2[CH:17]=[CH:16][CH:15]=[C:14]3[C:9]=2[CH2:10][CH2:11][C@H:12]([N:18]([CH3:19])[CH3:20])[CH2:13]3)=[C:3]([CH3:2])[NH:4][N:5]=1. The yield is 0.810.